Task: Predict the product of the given reaction.. Dataset: Forward reaction prediction with 1.9M reactions from USPTO patents (1976-2016) (1) Given the reactants [CH3:1][C@:2]12[C:8]([CH3:10])([CH3:9])[C@H:5]([CH2:6][CH2:7]1)[CH:4]([C:11](Cl)=[O:12])[C:3]2=O.C(N(CC)CC)C.C(O[C:27]([N:29](C)[NH:30][C:31]1[CH:36]=[C:35]([C:37]([F:40])([F:39])[F:38])[CH:34]=[CH:33][C:32]=1[C:41]([F:44])([F:43])[F:42])=O)(C)(C)C.Cl.O1CCOCC1.O.[Cl-].[Na+].O, predict the reaction product. The product is: [F:42][C:41]([F:43])([F:44])[C:32]1[CH:33]=[CH:34][C:35]([C:37]([F:40])([F:39])[F:38])=[CH:36][C:31]=1[N:30]1[C:11](=[O:12])[C:4]2[C@@H:5]3[C:8]([CH3:10])([CH3:9])[C@@:2]([CH3:1])([CH2:7][CH2:6]3)[C:3]=2[N:29]1[CH3:27]. (2) Given the reactants [NH2:1][C:2]1[O:3][CH2:4][C:5]2([N:21]=1)[C@@H:18]1[C@H:13]([CH2:14][CH2:15][C:16](=[O:19])[CH2:17]1)[O:12][C:11]1[C:6]2=[CH:7][C:8](Br)=[CH:9][CH:10]=1.CC1(C)C(C)(C)OB([C:30]2[CH:31]=[N:32][CH:33]=[C:34]([CH:37]=2)[C:35]#[N:36])O1.C([O-])([O-])=O.[Na+].[Na+], predict the reaction product. The product is: [NH2:1][C:2]1[O:3][CH2:4][C:5]2([N:21]=1)[C@@H:18]1[C@H:13]([CH2:14][CH2:15][C:16](=[O:19])[CH2:17]1)[O:12][C:11]1[C:6]2=[CH:7][C:8]([C:30]2[CH:31]=[N:32][CH:33]=[C:34]([CH:37]=2)[C:35]#[N:36])=[CH:9][CH:10]=1. (3) Given the reactants C(O)(=O)C.[Cl:5][C:6]1[CH:11]=[CH:10][CH:9]=[CH:8][C:7]=1[C:12]([C:19]1[CH:24]=[C:23]([O:25][CH2:26][CH3:27])[CH:22]=[CH:21][C:20]=1[N+:28]([O-])=O)([CH2:17][CH3:18])[C:13](OC)=[O:14].CCCCC, predict the reaction product. The product is: [Cl:5][C:6]1[CH:11]=[CH:10][CH:9]=[CH:8][C:7]=1[C:12]1([CH2:17][CH3:18])[C:19]2[C:20](=[CH:21][CH:22]=[C:23]([O:25][CH2:26][CH3:27])[CH:24]=2)[NH:28][C:13]1=[O:14].